Dataset: Peptide-MHC class II binding affinity with 134,281 pairs from IEDB. Task: Regression. Given a peptide amino acid sequence and an MHC pseudo amino acid sequence, predict their binding affinity value. This is MHC class II binding data. (1) The peptide sequence is TMAEVRLAAMFFCAVKK. The MHC is HLA-DQA10501-DQB10303 with pseudo-sequence HLA-DQA10501-DQB10303. The binding affinity (normalized) is 0.363. (2) The peptide sequence is ATAAAAAAVDRGDPP. The MHC is DRB1_0802 with pseudo-sequence DRB1_0802. The binding affinity (normalized) is 0.0339. (3) The peptide sequence is PTPKIIEECEHLEDG. The MHC is HLA-DQA10201-DQB10402 with pseudo-sequence HLA-DQA10201-DQB10402. The binding affinity (normalized) is 0. (4) The peptide sequence is ELYYAIHKASTVLAF. The MHC is HLA-DQA10401-DQB10402 with pseudo-sequence HLA-DQA10401-DQB10402. The binding affinity (normalized) is 0.350. (5) The peptide sequence is SADFPQFKPEEITGI. The MHC is DRB1_0802 with pseudo-sequence DRB1_0802. The binding affinity (normalized) is 0.257.